This data is from Forward reaction prediction with 1.9M reactions from USPTO patents (1976-2016). The task is: Predict the product of the given reaction. The product is: [F:10][C:9]([F:11])([F:12])[C:7]1[CH:6]=[C:5]([CH:13]2[CH2:18][CH2:17][CH2:16][N:15]([CH2:25][C@H:23]([OH:24])[C:22]([F:27])([F:26])[F:21])[CH2:14]2)[CH:4]=[C:3]([C:2]([F:1])([F:19])[F:20])[CH:8]=1. Given the reactants [F:1][C:2]([F:20])([F:19])[C:3]1[CH:4]=[C:5]([CH:13]2[CH2:18][CH2:17][CH2:16][NH:15][CH2:14]2)[CH:6]=[C:7]([C:9]([F:12])([F:11])[F:10])[CH:8]=1.[F:21][C:22]([F:27])([F:26])[C@@H:23]1[CH2:25][O:24]1, predict the reaction product.